This data is from Forward reaction prediction with 1.9M reactions from USPTO patents (1976-2016). The task is: Predict the product of the given reaction. Given the reactants [H-].C([Al+]CC(C)C)C(C)C.[CH2:11]([O:18][C:19]([N:21]1[CH2:26][CH2:25][CH:24]([C:27](OCC)=[O:28])[CH2:23][CH2:22]1)=[O:20])[C:12]1[CH:17]=[CH:16][CH:15]=[CH:14][CH:13]=1.C([O-])(=O)C(C(C([O-])=O)O)O.[Na+].[Na+], predict the reaction product. The product is: [CH2:11]([O:18][C:19]([N:21]1[CH2:26][CH2:25][CH:24]([CH:27]=[O:28])[CH2:23][CH2:22]1)=[O:20])[C:12]1[CH:17]=[CH:16][CH:15]=[CH:14][CH:13]=1.